From a dataset of Forward reaction prediction with 1.9M reactions from USPTO patents (1976-2016). Predict the product of the given reaction. Given the reactants [CH3:1][C:2]([CH3:30])([O:4][C:5]([NH:7][C@H:8]([C:26]([O:28][CH3:29])=[O:27])[CH2:9][O:10][CH2:11][C:12]1[CH:17]=[C:16]([CH3:18])[CH:15]=[C:14]([N:19]2C(C)=CC=C2C)[N:13]=1)=[O:6])[CH3:3].Cl.NO.[OH-].[K+], predict the reaction product. The product is: [NH2:19][C:14]1[N:13]=[C:12]([CH2:11][O:10][CH2:9][C@@H:8]([C:26]([O:28][CH3:29])=[O:27])[NH:7][C:5]([O:4][C:2]([CH3:3])([CH3:30])[CH3:1])=[O:6])[CH:17]=[C:16]([CH3:18])[CH:15]=1.